Task: Predict the product of the given reaction.. Dataset: Forward reaction prediction with 1.9M reactions from USPTO patents (1976-2016) (1) Given the reactants Br[C:2]1[N:6]([CH3:7])[CH:5]=[N:4][C:3]=1[C:8]1[CH:13]=[C:12]([C:14]#[N:15])[CH:11]=[CH:10][N:9]=1.[F:16][C:17]1[CH:22]=[CH:21][C:20](B(O)O)=[CH:19][CH:18]=1, predict the reaction product. The product is: [F:16][C:17]1[CH:22]=[CH:21][C:20]([C:2]2[N:6]([CH3:7])[CH:5]=[N:4][C:3]=2[C:8]2[CH:13]=[C:12]([C:14]#[N:15])[CH:11]=[CH:10][N:9]=2)=[CH:19][CH:18]=1. (2) Given the reactants [CH3:1][O:2][C:3]1[CH:4]=[C:5]([CH:8]=[C:9]([O:13][CH3:14])[C:10]=1[O:11]C)[CH:6]=[O:7].CNC, predict the reaction product. The product is: [OH:11][C:10]1[C:9]([O:13][CH3:14])=[CH:8][C:5]([CH:6]=[O:7])=[CH:4][C:3]=1[O:2][CH3:1]. (3) Given the reactants [F:1][C:2]1[CH:26]=[C:25]([N+:27]([O-:29])=[O:28])[CH:24]=[CH:23][C:3]=1[O:4][C:5]1[CH:10]=[CH:9][N:8]=[C:7]2[CH:11]=[C:12]([C:14]3[N:15]([CH3:22])[C:16]([C:19]([OH:21])=O)=[CH:17][N:18]=3)[S:13][C:6]=12.[O:30]1[CH2:35][CH2:34][N:33]([CH2:36][CH2:37][NH2:38])[CH2:32][CH2:31]1.CCN(C(C)C)C(C)C.CN(C(ON1N=NC2C=CC=NC1=2)=[N+](C)C)C.F[P-](F)(F)(F)(F)F.C([O-])(O)=O.[Na+], predict the reaction product. The product is: [F:1][C:2]1[CH:26]=[C:25]([N+:27]([O-:29])=[O:28])[CH:24]=[CH:23][C:3]=1[O:4][C:5]1[CH:10]=[CH:9][N:8]=[C:7]2[CH:11]=[C:12]([C:14]3[N:15]([CH3:22])[C:16]([C:19]([NH:38][CH2:37][CH2:36][N:33]4[CH2:34][CH2:35][O:30][CH2:31][CH2:32]4)=[O:21])=[CH:17][N:18]=3)[S:13][C:6]=12. (4) Given the reactants [O:1]1[C:5]2[CH:6]=[CH:7][C:8]([C:10]3[C:11]([O:30][CH2:31][CH2:32][O:33][C:34]4[N:39]=[CH:38][C:37]([Cl:40])=[CH:36][N:35]=4)=[N:12][N:13]([CH3:29])[C:14]=3[NH:15][S:16]([C:19]3[CH:24]=[CH:23][C:22]([C:25]([CH3:28])([CH3:27])[CH3:26])=[CH:21][CH:20]=3)(=[O:18])=[O:17])=[CH:9][C:4]=2[O:3][CH2:2]1.C[OH:42], predict the reaction product. The product is: [O:1]1[C:5]2[CH:6]=[CH:7][C:8]([C:10]3[C:11]([O:30][CH2:31][CH2:32][O:33][C:34]4[N:39]=[CH:38][C:37]([Cl:40])=[CH:36][N:35]=4)=[N:12][N:13]([CH3:29])[C:14]=3[NH:15][S:16]([C:19]3[CH:20]=[CH:21][C:22]([C:25]([CH3:28])([CH3:27])[CH2:26][OH:42])=[CH:23][CH:24]=3)(=[O:18])=[O:17])=[CH:9][C:4]=2[O:3][CH2:2]1. (5) Given the reactants [Cl:1][C:2]1[CH:29]=[CH:28][C:5]([CH2:6][N:7]2[C:12](SCC)=[N:11][C:10](=[O:16])[N:9]([CH2:17][C@@H:18]([C:23]([O:25][CH3:26])=[O:24])[O:19][CH2:20][O:21][CH3:22])[C:8]2=[O:27])=[CH:4][CH:3]=1.[CH3:30][C:31]1[CH:32]=[C:33]([CH:35]=[CH:36][C:37]=1[O:38][CH:39]([CH3:41])[CH3:40])[NH2:34].C(O)(=O)C.C(=O)(O)[O-].[Na+], predict the reaction product. The product is: [Cl:1][C:2]1[CH:3]=[CH:4][C:5]([CH2:6][N:7]2[C:12](=[N:34][C:33]3[CH:35]=[CH:36][C:37]([O:38][CH:39]([CH3:40])[CH3:41])=[C:31]([CH3:30])[CH:32]=3)[NH:11][C:10](=[O:16])[N:9]([CH2:17][C@@H:18]([C:23]([O:25][CH3:26])=[O:24])[O:19][CH2:20][O:21][CH3:22])[C:8]2=[O:27])=[CH:28][CH:29]=1. (6) Given the reactants ClC1N=C(NNCC#C)N=C(NNCCC)N=1.Cl.[CH3:19][NH:20][O:21][CH2:22][CH2:23][CH2:24][C:25]([F:31])([F:30])[C:26]([F:29])([F:28])[F:27].C(ON(C)[C:36]1[N:41]=[C:40]([NH:42][CH2:43][CH2:44][CH3:45])[N:39]=[C:38]([NH:46][CH2:47][C:48]#[CH:49])[N:37]=1)C, predict the reaction product. The product is: [CH3:19][N:20]([C:36]1[N:37]=[C:38]([NH:46][CH2:47][CH2:48][CH3:49])[N:39]=[C:40]([NH:42][CH2:43][C:44]#[CH:45])[N:41]=1)[O:21][CH2:22][CH2:23][CH2:24][C:25]([F:30])([F:31])[C:26]([F:27])([F:29])[F:28]. (7) Given the reactants [OH:1][C@H:2]([CH2:7][CH2:8][CH2:9][CH2:10][CH2:11][CH2:12][CH2:13][CH2:14][CH2:15][CH2:16][CH3:17])[CH2:3][C:4]([OH:6])=[O:5].C(N(CC)CC)C.Br[CH2:26][C:27]([C:29]1[CH:34]=[CH:33][CH:32]=[CH:31][CH:30]=1)=[O:28], predict the reaction product. The product is: [OH:1][C@H:2]([CH2:7][CH2:8][CH2:9][CH2:10][CH2:11][CH2:12][CH2:13][CH2:14][CH2:15][CH2:16][CH3:17])[CH2:3][C:4]([O:6][CH2:26][C:27](=[O:28])[C:29]1[CH:34]=[CH:33][CH:32]=[CH:31][CH:30]=1)=[O:5]. (8) Given the reactants [C:1]([O:5][C:6]([NH:8][CH2:9][CH2:10][C:11]1[CH:25]=[CH:24][C:23]([Cl:26])=[CH:22][C:12]=1[CH2:13][NH:14][C:15](=[O:21])[C@@H:16]1[CH2:20][CH2:19][CH2:18][NH:17]1)=[O:7])([CH3:4])([CH3:3])[CH3:2].[OH2:27].ON1[C:33]2[CH:34]=[CH:35][CH:36]=[CH:37][C:32]=2N=N1.[CH2:38](Cl)[CH2:39]Cl.CCN(C(C)C)C(C)C.CN([CH:54]=[O:55])C, predict the reaction product. The product is: [OH:27][C@@:38]([C:32]1[CH:37]=[CH:36][CH:35]=[CH:34][CH:33]=1)([CH3:39])[C:54]([N:17]1[CH2:18][CH2:19][CH2:20][C@H:16]1[C:15]([NH:14][CH2:13][C:12]1[CH:22]=[C:23]([Cl:26])[CH:24]=[CH:25][C:11]=1[CH2:10][CH2:9][NH:8][C:6]([O:5][C:1]([CH3:4])([CH3:2])[CH3:3])=[O:7])=[O:21])=[O:55].